Predict the reaction yield, written as a fraction of the theoretical maximum amount of product (1.0 means a 100% yield; for example, 0.34 means a 34% yield). From a dataset of Reaction yield outcomes from USPTO patents with 853,638 reactions. (1) The reactants are [NH2:1][CH2:2][C:3]1[C:4]([F:21])=[C:5]([O:10][C:11]2[CH:12]=[C:13]([CH:16]=[C:17]([F:20])[C:18]=2[Cl:19])[C:14]#[N:15])[C:6]([Cl:9])=[CH:7][CH:8]=1.[Cl:22][C:23]1[N:24]=[CH:25][N:26](COCC[Si](C)(C)C)[C:27]=1[C:28](O)=[O:29].CCN(C(C)C)C(C)C.CN(C(ON1N=NC2C=CC=NC1=2)=[N+](C)C)C.F[P-](F)(F)(F)(F)F. The catalyst is C1COCC1. The product is [Cl:22][C:23]1[N:24]=[CH:25][NH:26][C:27]=1[C:28]([NH:1][CH2:2][C:3]1[CH:8]=[CH:7][C:6]([Cl:9])=[C:5]([O:10][C:11]2[CH:12]=[C:13]([C:14]#[N:15])[CH:16]=[C:17]([F:20])[C:18]=2[Cl:19])[C:4]=1[F:21])=[O:29]. The yield is 0.496. (2) The reactants are [Br:1][C:2]1[CH:10]=[C:9]([CH3:11])[CH:8]=[CH:7][C:3]=1[C:4]([OH:6])=O.[CH2:12]([O:14][C:15]([C:17]1([NH2:26])[CH2:25][C:24]2[C:19](=[CH:20][CH:21]=[CH:22][CH:23]=2)[CH2:18]1)=[O:16])[CH3:13].CN(C(ON1N=NC2C=CC=NC1=2)=[N+](C)C)C.F[P-](F)(F)(F)(F)F.CCN(C(C)C)C(C)C. The catalyst is CN(C=O)C.O. The product is [CH2:12]([O:14][C:15]([C:17]1([NH:26][C:4](=[O:6])[C:3]2[CH:7]=[CH:8][C:9]([CH3:11])=[CH:10][C:2]=2[Br:1])[CH2:25][C:24]2[C:19](=[CH:20][CH:21]=[CH:22][CH:23]=2)[CH2:18]1)=[O:16])[CH3:13]. The yield is 0.760. (3) The yield is 0.500. The reactants are [NH2:1][C:2]1[CH:7]=[CH:6][C:5]([S:8]([NH:11][CH3:12])(=[O:10])=[O:9])=[CH:4][CH:3]=1.C(N(CC)CC)C.[Cl:20][C:21]1[C:26]([C:27](Cl)=[O:28])=[C:25]([Cl:30])[N:24]=[CH:23][N:22]=1. The catalyst is O1CCCC1.ClCCl. The product is [Cl:20][C:21]1[C:26]([C:27]([NH:1][C:2]2[CH:7]=[CH:6][C:5]([S:8](=[O:10])(=[O:9])[NH:11][CH3:12])=[CH:4][CH:3]=2)=[O:28])=[C:25]([Cl:30])[N:24]=[CH:23][N:22]=1. (4) The reactants are Cl[C:2]1[N:7]2[N:8]=[C:9]([CH:11]3C[CH2:12]3)[CH:10]=[C:6]2[N:5]=[C:4]([NH:14][C:15](=[O:26])[C:16]2[CH:21]=[CH:20][C:19]([C:22]([OH:25])([CH3:24])[CH3:23])=[CH:18][CH:17]=2)[CH:3]=1.[C:27]([N:30]1[CH2:36][CH2:35][CH2:34][NH:33][CH2:32][CH2:31]1)(=[O:29])[CH3:28]. The catalyst is CN1C(=O)CCC1. The product is [C:27]([N:30]1[CH2:36][CH2:35][CH2:34][N:33]([C:2]2[N:7]3[N:8]=[C:9]([CH2:11][CH3:12])[CH:10]=[C:6]3[N:5]=[C:4]([NH:14][C:15](=[O:26])[C:16]3[CH:21]=[CH:20][C:19]([C:22]([OH:25])([CH3:23])[CH3:24])=[CH:18][CH:17]=3)[CH:3]=2)[CH2:32][CH2:31]1)(=[O:29])[CH3:28]. The yield is 0.510. (5) The reactants are P([O-])([O-])([O-])=O.[K+].[K+].[K+].[Br:9][C:10]1[N:14]=[CH:13][NH:12][N:11]=1.N#N.CN[C@H]1[C@H](NC)CCCC1.I[C:28]1[CH:33]=[CH:32][C:31]([O:34][C:35]([F:38])([F:37])[F:36])=[CH:30][CH:29]=1. The catalyst is CCOC(C)=O.[Cu]I.CN(C=O)C. The product is [Br:9][C:10]1[N:14]=[CH:13][N:12]([C:28]2[CH:29]=[CH:30][C:31]([O:34][C:35]([F:36])([F:37])[F:38])=[CH:32][CH:33]=2)[N:11]=1. The yield is 0.340. (6) The reactants are [CH3:1][O:2][C:3]1[C:20]([N+:21]([O-:23])=[O:22])=[CH:19][C:6]2[NH:7][C:8](=[O:18])[CH2:9][N:10](C(=O)C(F)(F)F)[CH2:11][C:5]=2[CH:4]=1.N.CO. The catalyst is CO. The product is [CH3:1][O:2][C:3]1[C:20]([N+:21]([O-:23])=[O:22])=[CH:19][C:6]2[NH:7][C:8](=[O:18])[CH2:9][NH:10][CH2:11][C:5]=2[CH:4]=1. The yield is 0.960.